From a dataset of Forward reaction prediction with 1.9M reactions from USPTO patents (1976-2016). Predict the product of the given reaction. Given the reactants [CH3:1][S:2]([C:5]1[CH:10]=[CH:9][C:8]([N:11]2[CH:16]=[CH:15][C:14]([O:17][CH:18]3[CH2:23][CH2:22][N:21](C(OC(C)(C)C)=O)[CH2:20][CH2:19]3)=[CH:13][C:12]2=[O:31])=[CH:7][CH:6]=1)(=[O:4])=[O:3].Cl[C:33]([O:35][C:36]1[CH:41]=[CH:40][CH:39]=[CH:38][C:37]=1[Cl:42])=[O:34].ClC(OC(C)C(F)(F)F)=O, predict the reaction product. The product is: [CH3:1][S:2]([C:5]1[CH:6]=[CH:7][C:8]([N:11]2[CH:16]=[CH:15][C:14]([O:17][CH2:18][CH:19]3[CH2:23][CH2:22][N:21]([C:33]([O:35][C:36]4[CH:41]=[CH:40][CH:39]=[CH:38][C:37]=4[Cl:42])=[O:34])[CH2:20]3)=[CH:13][C:12]2=[O:31])=[CH:9][CH:10]=1)(=[O:4])=[O:3].